Dataset: Full USPTO retrosynthesis dataset with 1.9M reactions from patents (1976-2016). Task: Predict the reactants needed to synthesize the given product. (1) Given the product [C:11]1([C:15]2[CH:16]=[CH:17][CH:18]=[CH:19][CH:20]=2)[CH:12]=[CH:13][CH:14]=[C:9]([N:8]2[C:32](=[O:33])[C:31]([CH2:30][C:25]3[CH:26]=[CH:27][CH:28]=[CH:29][C:24]=3[N+:21]([O-:23])=[O:22])=[N:1][C:2]3[CH:7]=[CH:6][CH:5]=[N:4][C:3]2=3)[CH:10]=1, predict the reactants needed to synthesize it. The reactants are: [NH2:1][C:2]1[C:3]([NH:8][C:9]2[CH:10]=[C:11]([C:15]3[CH:20]=[CH:19][CH:18]=[CH:17][CH:16]=3)[CH:12]=[CH:13][CH:14]=2)=[N:4][CH:5]=[CH:6][CH:7]=1.[N+:21]([C:24]1[CH:29]=[CH:28][CH:27]=[CH:26][C:25]=1[CH2:30][C:31](=O)[C:32](O)=[O:33])([O-:23])=[O:22].C(OCC)(=O)C.C(=O)(O)[O-].[Na+]. (2) Given the product [Cl:1][C:2]1[CH:3]=[CH:4][C:5]([N:8]([CH2:40][CH3:41])[C:9]([CH:11]2[C:20]3[C:15](=[CH:16][CH:17]=[CH:18][CH:19]=3)[N:14]([C:21]([C:23]3[CH:24]=[CH:25][C:26]([CH2:29][CH2:30][CH2:31][C:32]([CH3:37])([CH3:38])[C:33]([OH:35])=[O:34])=[CH:27][CH:28]=3)=[O:22])[CH:13]([CH3:39])[CH2:12]2)=[O:10])=[CH:6][CH:7]=1, predict the reactants needed to synthesize it. The reactants are: [Cl:1][C:2]1[CH:7]=[CH:6][C:5]([N:8]([CH2:40][CH3:41])[C:9]([C@@H:11]2[C:20]3[C:15](=[CH:16][CH:17]=[CH:18][CH:19]=3)[N:14]([C:21]([C:23]3[CH:28]=[CH:27][C:26]([CH2:29][CH2:30][CH2:31][C:32]([CH3:38])([CH3:37])[C:33]([O:35]C)=[O:34])=[CH:25][CH:24]=3)=[O:22])[C@@H:13]([CH3:39])[CH2:12]2)=[O:10])=[CH:4][CH:3]=1.C1COCC1.CO.[OH-].[Na+]. (3) Given the product [CH3:47][O:48][CH2:49][C@H:50]([OH:52])[CH2:51][O:46][C@H:14]1[C@H:13]([C:10]2[CH:11]=[CH:12][C:7]([CH2:6][O:5][CH2:4][CH2:3][O:2][CH3:1])=[CH:8][CH:9]=2)[C@@H:18]([O:19][CH2:20][C:21]2[CH:22]=[CH:23][C:24]3[O:29][CH2:28][CH2:27][N:26]([CH2:30][CH2:31][CH2:32][O:33][CH3:34])[C:25]=3[CH:35]=2)[CH2:17][NH:16][CH2:15]1, predict the reactants needed to synthesize it. The reactants are: [CH3:1][O:2][CH2:3][CH2:4][O:5][CH2:6][C:7]1[CH:12]=[CH:11][C:10]([C@@H:13]2[C@@H:18]([O:19][CH2:20][C:21]3[CH:22]=[CH:23][C:24]4[O:29][CH2:28][CH2:27][N:26]([CH2:30][CH2:31][CH2:32][O:33][CH3:34])[C:25]=4[CH:35]=3)[CH2:17][N:16](S(C3C=CC(C)=CC=3)(=O)=O)[CH2:15][C@H:14]2[OH:46])=[CH:9][CH:8]=1.[CH3:47][O:48][CH2:49][C@@H:50]1[O:52][CH2:51]1. (4) Given the product [F:38][C:39]1[CH:40]=[C:41]([C:2]2[CH:7]=[CH:6][N:5]3[C:8]([C:11]([NH:13][C:14]4[CH:19]=[C:18]([C:20](=[O:36])[NH:21][CH2:22][C:23]5[CH:28]=[CH:27][CH:26]=[CH:25][C:24]=5[N:29]5[CH2:34][CH2:33][N:32]([CH3:35])[CH2:31][CH2:30]5)[CH:17]=[CH:16][C:15]=4[F:37])=[O:12])=[CH:9][N:10]=[C:4]3[CH:3]=2)[CH:42]=[CH:43][C:44]=1[C:45](=[O:50])[NH:46][CH2:47][CH2:48][OH:49], predict the reactants needed to synthesize it. The reactants are: Br[C:2]1[CH:7]=[CH:6][N:5]2[C:8]([C:11]([NH:13][C:14]3[CH:19]=[C:18]([C:20](=[O:36])[NH:21][CH2:22][C:23]4[CH:28]=[CH:27][CH:26]=[CH:25][C:24]=4[N:29]4[CH2:34][CH2:33][N:32]([CH3:35])[CH2:31][CH2:30]4)[CH:17]=[CH:16][C:15]=3[F:37])=[O:12])=[CH:9][N:10]=[C:4]2[CH:3]=1.[F:38][C:39]1[CH:40]=[C:41](B(O)O)[CH:42]=[CH:43][C:44]=1[C:45](=[O:50])[NH:46][CH2:47][CH2:48][OH:49].C(=O)([O-])[O-].[Cs+].[Cs+].C(Cl)Cl. (5) Given the product [C:1]([CH:3]([C:14]1[N:19]=[N:18][C:17]([C:20]([N:22]2[CH2:41][CH2:40][C:25]3[N:26]=[C:27]([NH:30][CH:31]4[CH2:39][C:38]5[C:33](=[CH:34][CH:35]=[CH:36][CH:37]=5)[CH2:32]4)[N:28]=[CH:29][C:24]=3[CH2:23]2)=[O:21])=[CH:16][CH:15]=1)[C:4]([O:6][C:7]([CH3:10])([CH3:9])[CH3:8])=[O:5])#[N:2], predict the reactants needed to synthesize it. The reactants are: [C:1]([CH2:3][C:4]([O:6][C:7]([CH3:10])([CH3:9])[CH3:8])=[O:5])#[N:2].[H-].[Na+].Cl[C:14]1[N:19]=[N:18][C:17]([C:20]([N:22]2[CH2:41][CH2:40][C:25]3[N:26]=[C:27]([NH:30][CH:31]4[CH2:39][C:38]5[C:33](=[CH:34][CH:35]=[CH:36][CH:37]=5)[CH2:32]4)[N:28]=[CH:29][C:24]=3[CH2:23]2)=[O:21])=[CH:16][CH:15]=1. (6) Given the product [Cl:1][C:2]1[CH:3]=[C:4]([NH:8][CH2:18][C@H:19]2[CH2:23][O:22][C:21]([NH2:24])=[N:20]2)[CH:5]=[CH:6][CH:7]=1, predict the reactants needed to synthesize it. The reactants are: [Cl:1][C:2]1[CH:3]=[C:4]([N:8]([CH2:18][C@H:19]2[CH2:23][O:22][C:21]([NH2:24])=[N:20]2)CC2C=CC(OC)=CC=2)[CH:5]=[CH:6][CH:7]=1.C1(OC)C=CC=CC=1.FC(F)(F)C(O)=O. (7) Given the product [CH3:1][CH:2]([CH3:22])[CH2:3][CH2:4][NH:5][C:6]([C:8]1[C:9]([C:14]2[CH:19]=[CH:18][CH:17]=[CH:16][C:15]=2[CH2:20][NH:21][S:26]([CH:23]([CH3:25])[CH3:24])(=[O:28])=[O:27])=[CH:10][CH:11]=[CH:12][CH:13]=1)=[O:7], predict the reactants needed to synthesize it. The reactants are: [CH3:1][CH:2]([CH3:22])[CH2:3][CH2:4][NH:5][C:6]([C:8]1[C:9]([C:14]2[CH:19]=[CH:18][CH:17]=[CH:16][C:15]=2[CH2:20][NH2:21])=[CH:10][CH:11]=[CH:12][CH:13]=1)=[O:7].[CH:23]([S:26](Cl)(=[O:28])=[O:27])([CH3:25])[CH3:24]. (8) Given the product [CH2:16]([O:18][C:19](=[O:38])[CH:20]([CH:32]1[CH2:37][CH2:36][CH2:35][CH2:34][CH2:33]1)[C:21](=[O:22])[CH:10]1[CH2:11][CH2:12][CH2:13][CH2:14][C:9]1=[O:15])[CH3:17], predict the reactants needed to synthesize it. The reactants are: [Li+].CC([N-]C(C)C)C.[C:9]1(=[O:15])[CH2:14][CH2:13][CH2:12][CH2:11][CH2:10]1.[CH2:16]([O:18][C:19](=[O:38])[CH:20]([CH:32]1[CH2:37][CH2:36][CH2:35][CH2:34][CH2:33]1)[C:21](N1C2C=CC=CC=2N=N1)=[O:22])[CH3:17]. (9) Given the product [CH:21]([Si:14]([CH:15]([CH3:17])[CH3:16])([CH:18]([CH3:20])[CH3:19])[O:13][C:9]1[CH:10]=[C:11]2[C:6](=[CH:7][C:8]=1[O:24][CH3:25])[C:5]([CH2:4][CH2:3][CH:2]=[O:1])([C:26]#[N:27])[CH2:12]2)([CH3:22])[CH3:23], predict the reactants needed to synthesize it. The reactants are: [OH:1][CH2:2][CH2:3][CH2:4][C:5]1([C:26]#[N:27])[CH2:12][C:11]2[C:6]1=[CH:7][C:8]([O:24][CH3:25])=[C:9]([O:13][Si:14]([CH:21]([CH3:23])[CH3:22])([CH:18]([CH3:20])[CH3:19])[CH:15]([CH3:17])[CH3:16])[CH:10]=2.CS(C)=O.CCN(CC)CC.